From a dataset of TCR-epitope binding with 47,182 pairs between 192 epitopes and 23,139 TCRs. Binary Classification. Given a T-cell receptor sequence (or CDR3 region) and an epitope sequence, predict whether binding occurs between them. (1) The epitope is KLMNIQQKL. The TCR CDR3 sequence is CASSLGGGAQETQYF. Result: 0 (the TCR does not bind to the epitope). (2) The TCR CDR3 sequence is CASSSGTAYEQYF. The epitope is HPVGEADYFEY. Result: 0 (the TCR does not bind to the epitope). (3) The epitope is IQYIDIGNY. The TCR CDR3 sequence is CASMKGNYEQYF. Result: 1 (the TCR binds to the epitope). (4) The epitope is FLNRFTTTL. Result: 1 (the TCR binds to the epitope). The TCR CDR3 sequence is CASSQVGSGETQYF. (5) The TCR CDR3 sequence is CASSYGNINEQFF. Result: 0 (the TCR does not bind to the epitope). The epitope is QYDPVAALF.